From a dataset of Reaction yield outcomes from USPTO patents with 853,638 reactions. Predict the reaction yield, written as a fraction of the theoretical maximum amount of product (1.0 means a 100% yield; for example, 0.34 means a 34% yield). (1) The reactants are [C:1]([O:4][C:5](=O)[CH3:6])(=[O:3])[CH3:2].[N+:8]([C:11]1[CH:16]=CC(O)=[CH:13][CH:12]=1)([O-:10])=[O:9].O. The catalyst is N1C=CC=CC=1. The product is [N+:8]([C:11]1[CH:16]=[CH:6][C:5]([O:4][C:1](=[O:3])[CH3:2])=[CH:13][CH:12]=1)([O-:10])=[O:9]. The yield is 0.700. (2) The reactants are [NH2:1][C:2]1[CH:3]=[C:4]([CH:30]=[CH:31][CH:32]=1)[CH2:5][NH:6][C:7]1[N:12]2[CH:13]=[CH:14][N:15]=[C:11]2[C:10]([C:16]([NH2:18])=[O:17])=[C:9]([NH:19][C:20]2[CH:25]=[C:24]([O:26][CH3:27])[CH:23]=[C:22]([O:28][CH3:29])[CH:21]=2)[N:8]=1.[C:33]([CH2:35][C:36](O)=[O:37])#[N:34].CCN(C(C)C)C(C)C.CN(C(ON1N=NC2C=CC=NC1=2)=[N+](C)C)C.F[P-](F)(F)(F)(F)F. The catalyst is C(Cl)Cl. The product is [C:33]([CH2:35][C:36]([NH:1][C:2]1[CH:3]=[C:4]([CH:30]=[CH:31][CH:32]=1)[CH2:5][NH:6][C:7]1[N:12]2[CH:13]=[CH:14][N:15]=[C:11]2[C:10]([C:16]([NH2:18])=[O:17])=[C:9]([NH:19][C:20]2[CH:25]=[C:24]([O:26][CH3:27])[CH:23]=[C:22]([O:28][CH3:29])[CH:21]=2)[N:8]=1)=[O:37])#[N:34]. The yield is 0.357. (3) The product is [NH2:35][C:33]1[CH:34]=[C:29]([Cl:28])[CH:30]=[CH:31][C:32]=1[C:2]1[N:3]([CH2:21][CH2:22][C:23]([O:25][CH2:26][CH3:27])=[O:24])[C:4]2[C:9]([C:10]=1[CH:11]1[CH2:12][CH2:13][CH2:14][CH2:15][CH2:16]1)=[CH:8][CH:7]=[C:6]([C:17]([O:19][CH3:20])=[O:18])[CH:5]=2. The reactants are Br[C:2]1[N:3]([CH2:21][CH2:22][C:23]([O:25][CH2:26][CH3:27])=[O:24])[C:4]2[C:9]([C:10]=1[CH:11]1[CH2:16][CH2:15][CH2:14][CH2:13][CH2:12]1)=[CH:8][CH:7]=[C:6]([C:17]([O:19][CH3:20])=[O:18])[CH:5]=2.[Cl:28][C:29]1[CH:30]=[CH:31][C:32](B2OC(C)(C)C(C)(C)O2)=[C:33]([NH2:35])[CH:34]=1.[Cl-].[Li+].C(=O)([O-])[O-].[Na+].[Na+].[Cl-].[NH4+]. The yield is 1.00. The catalyst is COCCOC.O.C1C=CC([P]([Pd]([P](C2C=CC=CC=2)(C2C=CC=CC=2)C2C=CC=CC=2)([P](C2C=CC=CC=2)(C2C=CC=CC=2)C2C=CC=CC=2)[P](C2C=CC=CC=2)(C2C=CC=CC=2)C2C=CC=CC=2)(C2C=CC=CC=2)C2C=CC=CC=2)=CC=1.C(OCC)(=O)C. (4) The reactants are [CH3:1][C:2]([Si:5]([CH3:26])([CH3:25])[O:6][CH2:7][C:8]1[CH:9]=[C:10]([CH:23]=[O:24])[C:11]([C:14]2[CH:19]=[C:18]([O:20][CH3:21])[CH:17]=[CH:16][C:15]=2[F:22])=[CH:12][CH:13]=1)([CH3:4])[CH3:3].[C:27]([Mg]Br)([CH3:29])=[CH2:28]. The catalyst is C1COCC1. The product is [CH3:4][C:2]([Si:5]([CH3:25])([CH3:26])[O:6][CH2:7][C:8]1[CH:13]=[CH:12][C:11]([C:14]2[CH:19]=[C:18]([O:20][CH3:21])[CH:17]=[CH:16][C:15]=2[F:22])=[C:10]([CH:23]([OH:24])[C:27]([CH3:29])=[CH2:28])[CH:9]=1)([CH3:1])[CH3:3]. The yield is 0.900. (5) The reactants are [F:1][C:2]([F:25])([F:24])[O:3][C:4]1[CH:9]=[CH:8][CH:7]=[CH:6][C:5]=1[NH:10][C:11](=[O:23])[NH:12][C:13]1[S:14][CH:15]=[C:16]([C:18]([O:20]CC)=[O:19])[N:17]=1.[OH-].[Na+].Cl. The catalyst is O1CCOCC1. The product is [F:25][C:2]([F:1])([F:24])[O:3][C:4]1[CH:9]=[CH:8][CH:7]=[CH:6][C:5]=1[NH:10][C:11](=[O:23])[NH:12][C:13]1[S:14][CH:15]=[C:16]([C:18]([OH:20])=[O:19])[N:17]=1. The yield is 0.950. (6) The reactants are Br[C:2]1[CH:7]=[CH:6][C:5]([S:8]([N:11]2[CH2:28][CH2:27][C:14]3([O:19][CH2:18][C:17](=[O:20])[N:16]([CH2:21][C:22]4[O:23][CH:24]=[CH:25][CH:26]=4)[CH2:15]3)[CH2:13][CH2:12]2)(=[O:10])=[O:9])=[CH:4][CH:3]=1.CC1(C)C(C)(C)OB([C:37]2[CH:46]=[C:45]3[C:40]([CH:41]=[CH:42][CH:43]=[N:44]3)=[CH:39][CH:38]=2)O1.C(=O)([O-])[O-].[K+].[K+]. The catalyst is O1CCOCC1.O.C1C=CC(P(C2C=CC=CC=2)[C-]2C=CC=C2)=CC=1.C1C=CC(P(C2C=CC=CC=2)[C-]2C=CC=C2)=CC=1.Cl[Pd]Cl.[Fe+2].C(Cl)Cl. The product is [O:23]1[CH:24]=[CH:25][CH:26]=[C:22]1[CH2:21][N:16]1[CH2:15][C:14]2([CH2:27][CH2:28][N:11]([S:8]([C:5]3[CH:6]=[CH:7][C:2]([C:37]4[CH:46]=[C:45]5[C:40]([CH:41]=[CH:42][CH:43]=[N:44]5)=[CH:39][CH:38]=4)=[CH:3][CH:4]=3)(=[O:10])=[O:9])[CH2:12][CH2:13]2)[O:19][CH2:18][C:17]1=[O:20]. The yield is 0.570. (7) The reactants are [O:1]=[C:2]1[CH2:6][CH2:5][CH2:4][N:3]1[C:7]1[CH:12]=[CH:11][C:10]([N:13]([C:22]([O:24]CC(Cl)(Cl)Cl)=O)C(OCC(Cl)(Cl)Cl)=O)=[CH:9][CH:8]=1.[C:30]1([C:36]2[N:37]=[C:38]([N:41]3[CH2:46][CH2:45][NH:44][CH2:43][CH2:42]3)[S:39][CH:40]=2)[CH:35]=[CH:34][CH:33]=[CH:32][CH:31]=1.C(N(C(C)C)CC)(C)C.CS(C)=O. The catalyst is O. The product is [O:1]=[C:2]1[CH2:6][CH2:5][CH2:4][N:3]1[C:7]1[CH:8]=[CH:9][C:10]([NH:13][C:22]([N:44]2[CH2:45][CH2:46][N:41]([C:38]3[S:39][CH:40]=[C:36]([C:30]4[CH:35]=[CH:34][CH:33]=[CH:32][CH:31]=4)[N:37]=3)[CH2:42][CH2:43]2)=[O:24])=[CH:11][CH:12]=1. The yield is 0.682. (8) The reactants are [Cl:1]N1C(=O)CCC1=O.[Br:9][C:10]1[CH:18]=[C:17]2[C:13]([C:14]3([CH2:23][CH2:22][CH2:21][CH2:20]3)[C:15](=[O:19])[NH:16]2)=[CH:12][CH:11]=1.C(=O)([O-])O.[Na+]. The catalyst is C(Cl)(Cl)Cl. The product is [Br:9][C:10]1[CH:18]=[C:17]2[C:13]([C:14]3([CH2:23][CH2:22][CH2:21][CH2:20]3)[C:15](=[O:19])[NH:16]2)=[CH:12][C:11]=1[Cl:1]. The yield is 0.750. (9) The reactants are N(C(OCC)=O)=NC(OCC)=O.[Cl:13][C:14]1[CH:33]=[CH:32][C:17]([NH:18][C:19]2[C:28]3[C:23](=[CH:24][C:25](O)=[C:26]([O:29][CH3:30])[CH:27]=3)[N:22]=[CH:21][N:20]=2)=[C:16]([F:34])[CH:15]=1.C1(P(C2C=CC=CC=2)C2C=CC=CC=2)C=CC=CC=1.OCCCN1CCC[C@H]1C(N)=O. The catalyst is C(Cl)Cl. The product is [ClH:13].[Cl:13][C:14]1[CH:33]=[CH:32][C:17]([NH:18][C:19]2[C:28]3[C:23](=[CH:24][CH:25]=[C:26]([O:29][CH3:30])[CH:27]=3)[N:22]=[CH:21][N:20]=2)=[C:16]([F:34])[CH:15]=1. The yield is 0.320.